Dataset: Catalyst prediction with 721,799 reactions and 888 catalyst types from USPTO. Task: Predict which catalyst facilitates the given reaction. (1) Reactant: [CH:1]1([N:4]([CH2:12][CH2:13][O:14][CH3:15])[C@H:5]2[CH2:10][CH2:9][C@H:8]([NH2:11])[CH2:7][CH2:6]2)[CH2:3][CH2:2]1.F[C:17]1[CH:22]=[C:21]([C:23]2[N:28]=[C:27]([O:29][CH2:30][C:31]3([C:37]#[N:38])[CH2:36][CH2:35][O:34][CH2:33][CH2:32]3)[CH:26]=[N:25][CH:24]=2)[C:20]([F:39])=[CH:19][N:18]=1. Product: [CH:1]1([N:4]([CH2:12][CH2:13][O:14][CH3:15])[C@H:5]2[CH2:10][CH2:9][C@H:8]([NH:11][C:17]3[CH:22]=[C:21]([C:23]4[N:28]=[C:27]([O:29][CH2:30][C:31]5([C:37]#[N:38])[CH2:32][CH2:33][O:34][CH2:35][CH2:36]5)[CH:26]=[N:25][CH:24]=4)[C:20]([F:39])=[CH:19][N:18]=3)[CH2:7][CH2:6]2)[CH2:3][CH2:2]1. The catalyst class is: 16. (2) Reactant: [Cl:1][C:2]1[C:3]([NH:13][CH:14]2[CH2:16][CH2:15]2)=[C:4]([CH:8]=[C:9]([F:12])[C:10]=1[F:11])[C:5]([OH:7])=O.[C:17]([O:21][C:22]([CH3:25])([CH3:24])[CH3:23])(=[O:20])[NH:18][NH2:19].C(N=C=NCCCN(C)C)C. Product: [C:22]([O:21][C:17]([N:18]([C:5](=[O:7])[C:4]1[CH:8]=[C:9]([F:12])[C:10]([F:11])=[C:2]([Cl:1])[C:3]=1[NH:13][CH:14]1[CH2:16][CH2:15]1)[NH2:19])=[O:20])([CH3:25])([CH3:24])[CH3:23]. The catalyst class is: 4. (3) Reactant: Cl[CH2:2][C:3]([C:5]1[CH:6]=[CH:7][C:8]2[O:12][C:11](=[O:13])[NH:10][C:9]=2[CH:14]=1)=[O:4].[F:15][C:16]([F:42])([F:41])[C:17]1[CH:18]=[C:19]([CH:34]=[C:35]([C:37]([F:40])([F:39])[F:38])[CH:36]=1)[CH2:20][NH:21][C:22]([C:24]1([CH2:30][CH:31]2[CH2:33][CH2:32]2)[CH2:29][CH2:28][NH:27][CH2:26][CH2:25]1)=[O:23].C(N(CC)C(C)C)(C)C. The catalyst class is: 204. Product: [F:41][C:16]([F:15])([F:42])[C:17]1[CH:18]=[C:19]([CH:34]=[C:35]([C:37]([F:40])([F:39])[F:38])[CH:36]=1)[CH2:20][NH:21][C:22]([C:24]1([CH2:30][CH:31]2[CH2:33][CH2:32]2)[CH2:25][CH2:26][N:27]([CH2:2][C:3](=[O:4])[C:5]2[CH:6]=[CH:7][C:8]3[O:12][C:11](=[O:13])[NH:10][C:9]=3[CH:14]=2)[CH2:28][CH2:29]1)=[O:23]. (4) Reactant: [C:1]([C:3]1[CH:8]=[CH:7][C:6]([OH:9])=[CH:5][CH:4]=1)#[N:2].[F:10][C:11]1[CH:12]=[C:13]([CH:16]=[CH:17][CH:18]=1)[CH2:14]Br.C(=O)([O-])[O-].[K+].[K+].C(OCC)(=O)C. Product: [F:10][C:11]1[CH:12]=[C:13]([CH:16]=[CH:17][CH:18]=1)[CH2:14][O:9][C:6]1[CH:7]=[CH:8][C:3]([C:1]#[N:2])=[CH:4][CH:5]=1. The catalyst class is: 35. (5) Reactant: [CH:1]1([C:5]2[O:9][C:8]([NH:10][C:11]3[CH:12]=[N:13][C:14]([C:17]4[CH:22]=[CH:21][C:20]([C:23]56[CH2:30][CH2:29][C:26]([CH:31]=[CH:32][O:33]C)([CH2:27][CH2:28]5)[CH2:25][O:24]6)=[CH:19][CH:18]=4)=[CH:15][CH:16]=3)=[N:7][N:6]=2)[CH2:4][CH2:3][CH2:2]1.Cl. Product: [CH:1]1([C:5]2[O:9][C:8]([NH:10][C:11]3[CH:16]=[CH:15][C:14]([C:17]4[CH:22]=[CH:21][C:20]([C:23]56[CH2:28][CH2:27][C:26]([CH2:31][CH:32]=[O:33])([CH2:29][CH2:30]5)[CH2:25][O:24]6)=[CH:19][CH:18]=4)=[N:13][CH:12]=3)=[N:7][N:6]=2)[CH2:4][CH2:3][CH2:2]1. The catalyst class is: 7.